From a dataset of Forward reaction prediction with 1.9M reactions from USPTO patents (1976-2016). Predict the product of the given reaction. (1) Given the reactants [CH2:1]([C:4]1[N:5]([CH2:17][CH2:18][C:19]([NH2:21])=[O:20])[C:6]2[C:15]3[CH:14]=[CH:13][CH:12]=[CH:11][C:10]=3[N:9]=[CH:8][C:7]=2[N:16]=1)[CH2:2][CH3:3].C1C=C([Cl:28])C=C(C(OO)=O)C=1.[OH-].[NH4+:34].C1(C)C=CC(S(Cl)(=O)=O)=CC=1.Cl, predict the reaction product. The product is: [ClH:28].[NH2:34][C:8]1[C:7]2[N:16]=[C:4]([CH2:1][CH2:2][CH3:3])[N:5]([CH2:17][CH2:18][C:19]([NH2:21])=[O:20])[C:6]=2[C:15]2[CH:14]=[CH:13][CH:12]=[CH:11][C:10]=2[N:9]=1. (2) Given the reactants [F:1][C:2]1[CH:34]=[CH:33][C:5]([O:6][CH2:7][CH:8]2[CH2:13][CH2:12][N:11]([C:14](=[O:32])/[CH:15]=[CH:16]/[C:17]3[CH:18]=[C:19]4[C:24](=[N:25][CH:26]=3)[NH:23][C:22](=[O:27])[CH:21]([C:28](OC)=[O:29])[CH2:20]4)[CH2:10][CH2:9]2)=[CH:4][CH:3]=1.[OH-].[NH4+:36], predict the reaction product. The product is: [F:1][C:2]1[CH:3]=[CH:4][C:5]([O:6][CH2:7][CH:8]2[CH2:13][CH2:12][N:11]([C:14](=[O:32])/[CH:15]=[CH:16]/[C:17]3[CH:18]=[C:19]4[C:24](=[N:25][CH:26]=3)[NH:23][C:22](=[O:27])[CH:21]([C:28]([NH2:36])=[O:29])[CH2:20]4)[CH2:10][CH2:9]2)=[CH:33][CH:34]=1. (3) Given the reactants Br[CH2:2][CH2:3][CH2:4][C:5]([C:10]1[CH:15]=[CH:14][C:13]([C:16]([CH3:22])([CH3:21])[C:17]([O:19][CH3:20])=[O:18])=[CH:12][CH:11]=1)([O:8][CH3:9])[O:6][CH3:7].[CH:23]1[CH:24]=[CH:25][C:26]([C:29]([OH:42])([CH:36]2[CH2:41][CH2:40][NH:39][CH2:38][CH2:37]2)[C:30]2[CH:31]=[CH:32][CH:33]=[CH:34][CH:35]=2)=[CH:27][CH:28]=1.C(=O)(O)[O-].[Na+].[I-].[K+], predict the reaction product. The product is: [OH:42][C:29]([C:30]1[CH:31]=[CH:32][CH:33]=[CH:34][CH:35]=1)([C:26]1[CH:25]=[CH:24][CH:23]=[CH:28][CH:27]=1)[CH:36]1[CH2:41][CH2:40][N:39]([CH2:2][CH2:3][CH2:4][C:5]([C:10]2[CH:15]=[CH:14][C:13]([C:16]([CH3:22])([CH3:21])[C:17]([O:19][CH3:20])=[O:18])=[CH:12][CH:11]=2)([O:8][CH3:9])[O:6][CH3:7])[CH2:38][CH2:37]1. (4) Given the reactants C([O:3][C:4]([CH:6]1[CH:11]2[CH:12]([CH2:13][O:14][CH3:15])[CH:8]([CH2:9][CH2:10]2)[N:7]1[C:16]([O:18][C:19]([CH3:22])([CH3:21])[CH3:20])=[O:17])=O)C, predict the reaction product. The product is: [C:19]([O:18][C:16]([N:7]1[CH:6]([CH2:4][OH:3])[CH:11]2[CH:12]([CH2:13][O:14][CH3:15])[CH:8]1[CH2:9][CH2:10]2)=[O:17])([CH3:22])([CH3:21])[CH3:20]. (5) Given the reactants C[O:2][C:3]([C:5]1[CH:10]=[CH:9][N:8]=[C:7]([CH2:11][C:12]2[CH:13]=[C:14]3[C:19](=[C:20]([C:22]([O:24]C)=[O:23])[CH:21]=2)[N:18]=[CH:17][C:16]([CH3:26])=[CH:15]3)[CH:6]=1)=O.O[Li].O.Cl.[NH2:31][CH2:32][C:33]1[C:34]([CH3:41])=[CH:35][C:36]([NH2:40])=[N:37][C:38]=1[CH3:39].CN(C(ON1N=NC2C=CC=NC1=2)=[N+](C)C)C.F[P-](F)(F)(F)(F)F.CCN(CC)CC, predict the reaction product. The product is: [NH2:40][C:36]1[N:37]=[C:38]([CH3:39])[C:33]([CH2:32][NH:31][C:3]([C:5]2[CH:10]=[CH:9][N:8]=[C:7]([CH2:11][C:12]3[CH:13]=[C:14]4[C:19](=[C:20]([C:22]([OH:24])=[O:23])[CH:21]=3)[N:18]=[CH:17][C:16]([CH3:26])=[CH:15]4)[CH:6]=2)=[O:2])=[C:34]([CH3:41])[CH:35]=1. (6) Given the reactants [C:1]1([P:7]([C:16]2[CH:21]=[CH:20][CH:19]=[CH:18][CH:17]=2)[C:8]2[CH:15]=[CH:14][CH:13]=[CH:12][C:9]=2[CH:10]=O)[CH:6]=[CH:5][CH:4]=[CH:3][CH:2]=1.[C@@H:22]1([NH2:29])[CH2:27][CH2:26][CH2:25][CH2:24][C@H:23]1[NH2:28], predict the reaction product. The product is: [C:1]1([P:7]([C:16]2[CH:21]=[CH:20][CH:19]=[CH:18][CH:17]=2)[C:8]2[CH:15]=[CH:14][CH:13]=[CH:12][C:9]=2[CH2:10][NH:28][C@@H:23]2[CH2:24][CH2:25][CH2:26][CH2:27][C@H:22]2[NH2:29])[CH:6]=[CH:5][CH:4]=[CH:3][CH:2]=1. (7) Given the reactants Cl.[OH:2][C@@H:3]1[CH2:8][CH2:7][CH2:6][NH:5][CH2:4]1.[C:9](O[C:9]([O:11][C:12]([CH3:15])([CH3:14])[CH3:13])=[O:10])([O:11][C:12]([CH3:15])([CH3:14])[CH3:13])=[O:10].C(=O)([O-])[O-].[Na+].[Na+], predict the reaction product. The product is: [OH:2][C@@H:3]1[CH2:8][CH2:7][CH2:6][N:5]([C:9]([O:11][C:12]([CH3:15])([CH3:14])[CH3:13])=[O:10])[CH2:4]1. (8) Given the reactants [C:1]([O:10]C)(=O)[C:2]1[C:3](=[CH:5][CH:6]=[CH:7][CH:8]=1)[SH:4].[C:12]([C:14]1[CH:19]=[CH:18][CH:17]=[C:16]([O:20][CH3:21])[N:15]=1)#[N:13].C(N(CC)CC)C, predict the reaction product. The product is: [CH3:21][O:20][C:16]1[N:15]=[C:14]([C:12]2[S:4][C:3]3[CH:5]=[CH:6][CH:7]=[CH:8][C:2]=3[C:1](=[O:10])[N:13]=2)[CH:19]=[CH:18][CH:17]=1. (9) The product is: [Br:18][C:15]1[CH:16]=[CH:17][C:12]([CH:6]2[CH2:7][CH2:8]2)=[N:13][CH:14]=1. Given the reactants C1COCC1.[CH:6]1([Mg]Br)[CH2:8][CH2:7]1.Br[C:12]1[CH:17]=[CH:16][C:15]([Br:18])=[CH:14][N:13]=1.C(=O)(O)[O-].[Na+], predict the reaction product. (10) Given the reactants [CH:1]1([NH:7][C:8]2[N:13]=[CH:12][N:11]=[C:10]([C:14]([OH:16])=O)[CH:9]=2)[CH2:6][CH2:5][CH2:4][CH2:3][CH2:2]1.[NH2:17][C:18]1[CH:23]=[CH:22][N:21]=[CH:20][CH:19]=1, predict the reaction product. The product is: [CH:1]1([NH:7][C:8]2[N:13]=[CH:12][N:11]=[C:10]([C:14]([NH:17][C:18]3[CH:23]=[CH:22][N:21]=[CH:20][CH:19]=3)=[O:16])[CH:9]=2)[CH2:2][CH2:3][CH2:4][CH2:5][CH2:6]1.